From a dataset of Reaction yield outcomes from USPTO patents with 853,638 reactions. Predict the reaction yield, written as a fraction of the theoretical maximum amount of product (1.0 means a 100% yield; for example, 0.34 means a 34% yield). (1) The product is [C:1]([C:5]1[CH:10]=[C:9]([Br:11])[C:8]([N+:12]([O-:14])=[O:13])=[CH:7][C:6]=1[O:15][CH3:16])([CH3:4])([CH3:2])[CH3:3]. The yield is 0.690. The reactants are [C:1]([C:5]1[CH:10]=[C:9]([Br:11])[C:8]([N+:12]([O-:14])=[O:13])=[CH:7][C:6]=1[OH:15])([CH3:4])([CH3:3])[CH3:2].[C:16]([O-])([O-])=O.[Cs+].[Cs+].CI. The catalyst is CN(C=O)C.O. (2) The reactants are [NH2:1][C:2]1[CH:3]=[C:4]([CH2:11][N:12]2[CH2:17][CH2:16][N:15](C(OC(C)(C)C)=O)[CH:14]([CH3:25])[CH2:13]2)[C:5]2[O:9][CH:8]=[CH:7][C:6]=2[CH:10]=1.N1C=CC=CC=1.CO[C:34]1[C:39]([CH3:40])=[CH:38][C:37]([S:41]([Cl:44])(=[O:43])=[O:42])=[CH:36][CH:35]=1.[ClH:45].C[CH2:47][O:48]CC. The catalyst is C(Cl)Cl.C1COCC1.CO. The product is [ClH:44].[ClH:45].[CH3:47][O:48][C:36]1[CH:35]=[CH:34][C:39]([CH3:40])=[CH:38][C:37]=1[S:41]([NH:1][C:2]1[CH:3]=[C:4]([CH2:11][N:12]2[CH2:17][CH2:16][NH:15][CH:14]([CH3:25])[CH2:13]2)[C:5]2[O:9][CH:8]=[CH:7][C:6]=2[CH:10]=1)(=[O:42])=[O:43]. The yield is 0.290. (3) The reactants are C([Al]CC(C)C)C(C)C.[CH3:10][CH:11]([CH2:16][C:17](OC)=O)[C:12](OC)=O.Cl.[NH2:22][C:23]1[CH:28]=[CH:27][CH:26]=[CH:25][C:24]=1[OH:29]. The yield is 0.480. The product is [CH3:12][C:11]1[CH:16]=[CH:17][N:22]([C:23]2[CH:28]=[CH:27][CH:26]=[CH:25][C:24]=2[OH:29])[CH:10]=1. The catalyst is ClCCl.O. (4) The reactants are [H-].[Al+3].[Li+].[H-].[H-].[H-].[Cl:7][C:8]1[CH:25]=[C:24]2[C:11]([O:12][C:13](=[O:30])[C:14]3[C:23]2=[CH:22][CH:21]=[C:20]2[C:15]=3[N:16]([CH3:29])[C:17](=[O:28])[C:18]([CH3:27])([CH3:26])[NH:19]2)=[CH:10][CH:9]=1.C(OCC)(=O)C.O. The catalyst is O1CCCC1.[Cl-].[Na+].O. The product is [Cl:7][C:8]1[CH:9]=[CH:10][C:11]([OH:12])=[C:24]([C:23]2[C:14]([CH2:13][OH:30])=[C:15]3[C:20]([NH:19][C:18]([CH3:26])([CH3:27])[C:17](=[O:28])[N:16]3[CH3:29])=[CH:21][CH:22]=2)[CH:25]=1. The yield is 0.690. (5) The reactants are [OH:1][C:2]1[CH:7]=[CH:6][C:5](B(O)O)=[CH:4][CH:3]=1.O.O.O.O.O.O.O.O.O.O.C(=O)([O-])[O-].[Na+].[Na+].Br[C:28]1[CH:29]=[N:30][C:31]([C:34]2[CH:39]=[CH:38][C:37]([CH2:40][C@H:41]([NH:65][C:66]([C:68]3[S:69][C:70]([C:73]([CH3:76])([CH3:75])[CH3:74])=[CH:71][CH:72]=3)=[O:67])[C:42]([NH:44][CH:45]([CH:53]([O:60][C:61]([CH3:64])([CH3:63])[CH3:62])[C:54]3[CH:59]=[CH:58][CH:57]=[CH:56][CH:55]=3)[C:46]([O:48][C:49]([CH3:52])([CH3:51])[CH3:50])=[O:47])=[O:43])=[CH:36][CH:35]=2)=[N:32][CH:33]=1.O1CCOCC1. The catalyst is O. The product is [C:61]([O:60][CH:53]([C:54]1[CH:55]=[CH:56][CH:57]=[CH:58][CH:59]=1)[CH:45]([NH:44][C:42](=[O:43])[C@@H:41]([NH:65][C:66]([C:68]1[S:69][C:70]([C:73]([CH3:75])([CH3:74])[CH3:76])=[CH:71][CH:72]=1)=[O:67])[CH2:40][C:37]1[CH:38]=[CH:39][C:34]([C:31]2[N:30]=[CH:29][C:28]([C:5]3[CH:6]=[CH:7][C:2]([OH:1])=[CH:3][CH:4]=3)=[CH:33][N:32]=2)=[CH:35][CH:36]=1)[C:46]([O:48][C:49]([CH3:52])([CH3:50])[CH3:51])=[O:47])([CH3:62])([CH3:63])[CH3:64]. The yield is 1.06. (6) The reactants are [N:1]([O-])=O.[Na+].[F:5][C:6]1[CH:12]=[C:11]([N:13]2[CH2:18][CH2:17][O:16][CH2:15][CH2:14]2)[C:10]([F:19])=[CH:9][C:7]=1[NH2:8].Cl.[CH3:21][O:22][CH2:23][C:24](=[O:30])[CH2:25][C:26]([O:28][CH3:29])=[O:27].CC([O-])=O.[Na+].[OH-].[Na+]. The catalyst is O.CO. The product is [F:5][C:6]1[CH:12]=[C:11]([N:13]2[CH2:18][CH2:17][O:16][CH2:15][CH2:14]2)[C:10]([F:19])=[CH:9][C:7]=1[NH:8][N:1]=[C:25]([C:24](=[O:30])[CH2:23][O:22][CH3:21])[C:26]([O:28][CH3:29])=[O:27]. The yield is 0.640. (7) The reactants are [CH3:1][O:2][C:3]1[CH:21]=[C:20]([O:22][CH3:23])[CH:19]=[CH:18][C:4]=1[CH2:5][N:6]1[C:14](=[O:15])[C:13]2[C:8](=[CH:9][CH:10]=[CH:11][C:12]=2[OH:16])[C:7]1=[O:17].Cl[CH2:25][CH2:26][CH2:27][N:28]1[CH2:33][CH2:32][O:31][CH2:30][CH2:29]1.C(=O)([O-])[O-].[K+].[K+]. The catalyst is CN(C=O)C.C(OCC)(=O)C. The product is [CH3:1][O:2][C:3]1[CH:21]=[C:20]([O:22][CH3:23])[CH:19]=[CH:18][C:4]=1[CH2:5][N:6]1[C:14](=[O:15])[C:13]2[C:8](=[CH:9][CH:10]=[CH:11][C:12]=2[O:16][CH2:25][CH2:26][CH2:27][N:28]2[CH2:33][CH2:32][O:31][CH2:30][CH2:29]2)[C:7]1=[O:17]. The yield is 0.680. (8) The reactants are CC1(C)C2[CH:10]=[C:9]([C:12](=[O:30])[CH:13]=[CH:14][C:15]3[CH:29]=[CH:28][C:18]([C:19]([O:21][CH2:22][CH2:23][Si:24]([CH3:27])([CH3:26])[CH3:25])=[O:20])=[CH:17][CH:16]=3)[CH:8]=[CH:7]C=2C(C2C=CC(C)=CC=2)=CC1.[CH3:39][C:40]1([CH3:59])[C:48]2[C:43](=CC=C(C(=O)C)C=2)[C:42]([C:52]2[CH:57]=[CH:56][C:55]([CH3:58])=[CH:54][CH:53]=2)=[CH:41]1. No catalyst specified. The product is [CH3:39][C:40]1([CH3:59])[C:48]2[C:43](=[CH:7][CH:8]=[C:9]([C:12](=[O:30])[CH:13]=[CH:14][C:15]3[CH:16]=[CH:17][C:18]([C:19]([O:21][CH2:22][CH2:23][Si:24]([CH3:25])([CH3:26])[CH3:27])=[O:20])=[CH:28][CH:29]=3)[CH:10]=2)[C:42]([C:52]2[CH:53]=[CH:54][C:55]([CH3:58])=[CH:56][CH:57]=2)=[CH:41]1. The yield is 0.250.